Dataset: Forward reaction prediction with 1.9M reactions from USPTO patents (1976-2016). Task: Predict the product of the given reaction. Given the reactants [BH4-].[Na+].C(N)CN.[CH3:7][O:8][C:9](=[O:34])[CH2:10][CH2:11][CH2:12][C:13]#[C:14][CH2:15][N:16]1[CH:21](/[CH:22]=[CH:23]/[C:24](=[O:32])[CH2:25][C:26]2[CH:31]=[CH:30][CH:29]=[CH:28][CH:27]=2)[CH2:20][CH2:19][CH2:18][C:17]1=[O:33].[H][H], predict the reaction product. The product is: [CH3:7][O:8][C:9](=[O:34])[CH2:10][CH2:11][CH2:12]/[CH:13]=[CH:14]\[CH2:15][N:16]1[CH:21](/[CH:22]=[CH:23]/[C:24](=[O:32])[CH2:25][C:26]2[CH:31]=[CH:30][CH:29]=[CH:28][CH:27]=2)[CH2:20][CH2:19][CH2:18][C:17]1=[O:33].